Dataset: Merck oncology drug combination screen with 23,052 pairs across 39 cell lines. Task: Regression. Given two drug SMILES strings and cell line genomic features, predict the synergy score measuring deviation from expected non-interaction effect. (1) Cell line: KPL1. Drug 1: CS(=O)(=O)CCNCc1ccc(-c2ccc3ncnc(Nc4ccc(OCc5cccc(F)c5)c(Cl)c4)c3c2)o1. Synergy scores: synergy=-24.8. Drug 2: C#Cc1cccc(Nc2ncnc3cc(OCCOC)c(OCCOC)cc23)c1. (2) Drug 1: CN(Cc1cnc2nc(N)nc(N)c2n1)c1ccc(C(=O)NC(CCC(=O)O)C(=O)O)cc1. Drug 2: Cc1nc(Nc2ncc(C(=O)Nc3c(C)cccc3Cl)s2)cc(N2CCN(CCO)CC2)n1. Cell line: UWB1289. Synergy scores: synergy=-10.9. (3) Drug 1: NC1(c2ccc(-c3nc4ccn5c(=O)[nH]nc5c4cc3-c3ccccc3)cc2)CCC1. Drug 2: C#Cc1cccc(Nc2ncnc3cc(OCCOC)c(OCCOC)cc23)c1. Cell line: HCT116. Synergy scores: synergy=15.0. (4) Drug 1: CCc1c2c(nc3ccc(O)cc13)-c1cc3c(c(=O)n1C2)COC(=O)C3(O)CC. Drug 2: CCc1cnn2c(NCc3ccc[n+]([O-])c3)cc(N3CCCCC3CCO)nc12. Cell line: LOVO. Synergy scores: synergy=-13.5. (5) Drug 1: O=c1[nH]cc(F)c(=O)[nH]1. Drug 2: Cn1c(=O)n(-c2ccc(C(C)(C)C#N)cc2)c2c3cc(-c4cnc5ccccc5c4)ccc3ncc21. Cell line: KPL1. Synergy scores: synergy=16.5. (6) Drug 1: Cc1nc(Nc2ncc(C(=O)Nc3c(C)cccc3Cl)s2)cc(N2CCN(CCO)CC2)n1. Drug 2: NC1CCCCC1N.O=C(O)C(=O)O.[Pt+2]. Cell line: UWB1289. Synergy scores: synergy=6.19.